Dataset: Forward reaction prediction with 1.9M reactions from USPTO patents (1976-2016). Task: Predict the product of the given reaction. Given the reactants [CH:1]([N:4]1[CH2:9][CH2:8][CH:7]([NH:10][C:11]([C:13]2[N:17]([CH2:18][C:19](=[O:28])[NH:20][C:21]3[CH:26]=[CH:25][C:24]([Cl:27])=[CH:23][N:22]=3)[C:16]3[CH:29]=[CH:30][CH:31]=[C:32]([CH2:33][OH:34])[C:15]=3[N:14]=2)=[O:12])[CH2:6][CH2:5]1)([CH3:3])[CH3:2].Br[CH2:36][CH2:37][O:38][CH3:39], predict the reaction product. The product is: [CH:1]([N:4]1[CH2:9][CH2:8][CH:7]([NH:10][C:11]([C:13]2[N:17]([CH2:18][C:19](=[O:28])[NH:20][C:21]3[CH:26]=[CH:25][C:24]([Cl:27])=[CH:23][N:22]=3)[C:16]3[CH:29]=[CH:30][CH:31]=[C:32]([CH2:33][O:34][CH2:36][CH2:37][O:38][CH3:39])[C:15]=3[N:14]=2)=[O:12])[CH2:6][CH2:5]1)([CH3:3])[CH3:2].